From a dataset of Forward reaction prediction with 1.9M reactions from USPTO patents (1976-2016). Predict the product of the given reaction. Given the reactants [C:1]1([CH:7]2[CH2:12][CH2:11][N:10]([C:13]3[CH:18]=[CH:17][N:16]4[C:19]([CH2:22][C:23]([F:26])([F:25])[F:24])=[CH:20][N:21]=[C:15]4[C:14]=3N)[CH2:9][CH2:8]2)[CH:6]=[CH:5][CH:4]=[CH:3][CH:2]=1.N([O-])=O.[Na+].[NH4+].[OH-].O.[ClH:35], predict the reaction product. The product is: [Cl:35][C:14]1[C:15]2[N:16]([C:19]([CH2:22][C:23]([F:26])([F:25])[F:24])=[CH:20][N:21]=2)[CH:17]=[CH:18][C:13]=1[N:10]1[CH2:11][CH2:12][CH:7]([C:1]2[CH:6]=[CH:5][CH:4]=[CH:3][CH:2]=2)[CH2:8][CH2:9]1.